From a dataset of Catalyst prediction with 721,799 reactions and 888 catalyst types from USPTO. Predict which catalyst facilitates the given reaction. The catalyst class is: 179. Reactant: [CH3:1][C:2]1[C:6]([C:7]2[CH:8]=[C:9](I)[C:10]3[N:14]=[C:13]([NH:15][S:16]([CH2:19][CH3:20])(=[O:18])=[O:17])[NH:12][C:11]=3[CH:21]=2)=[C:5]([CH3:23])[O:4][N:3]=1.[CH3:24][C:25]1[C:26](B(O)O)=[C:27]2[C:32](=[CH:33][CH:34]=1)[N:31]=[CH:30][CH:29]=[CH:28]2.N12CCCN=C1CCCCC2.[Cl-].[NH4+]. Product: [CH3:1][C:2]1[C:6]([C:7]2[CH:8]=[C:9]([C:26]3[C:25]([CH3:24])=[CH:34][CH:33]=[C:32]4[C:27]=3[CH:28]=[CH:29][CH:30]=[N:31]4)[C:10]3[N:14]=[C:13]([NH:15][S:16]([CH2:19][CH3:20])(=[O:18])=[O:17])[NH:12][C:11]=3[CH:21]=2)=[C:5]([CH3:23])[O:4][N:3]=1.